Task: Predict the reactants needed to synthesize the given product.. Dataset: Full USPTO retrosynthesis dataset with 1.9M reactions from patents (1976-2016) (1) Given the product [I:1][C:2]1[CH:3]=[C:4]([C:5]2[O:6][C:12](=[O:13])[NH:8][N:7]=2)[CH:9]=[CH:10][CH:11]=1, predict the reactants needed to synthesize it. The reactants are: [I:1][C:2]1[CH:3]=[C:4]([CH:9]=[CH:10][CH:11]=1)[C:5]([NH:7][NH2:8])=[O:6].[C:12](N1C=CN=C1)(N1C=CN=C1)=[O:13].Cl.O. (2) Given the product [C:34]([O:38][C:39]([N:41]1[CH2:45][CH2:44][CH:43]([S:49][C:47](=[O:50])[CH3:48])[CH2:42]1)=[O:40])([CH3:37])([CH3:36])[CH3:35], predict the reactants needed to synthesize it. The reactants are: C1(P(C2C=CC=CC=2)C2C=CC=CC=2)C=CC=CC=1.CC(OC(/N=N/C(OC(C)C)=O)=O)C.[C:34]([O:38][C:39]([N:41]1[CH2:45][CH2:44][CH:43](O)[CH2:42]1)=[O:40])([CH3:37])([CH3:36])[CH3:35].[C:47]([OH:50])(=[S:49])[CH3:48]. (3) Given the product [CH3:29][N:30]([CH3:39])[CH2:31][CH2:32][N:33]1[CH2:38][CH2:37][N:36]([C:5]2[N:6]=[CH:7][C:8]3[CH:14]=[C:13]([C:15]4[CH:16]=[CH:17][CH:18]=[CH:19][CH:20]=4)[C:12]([C:21]4[CH:28]=[CH:27][C:24]([CH:25]=[O:26])=[CH:23][CH:22]=4)=[N:11][C:9]=3[N:10]=2)[CH2:35][CH2:34]1, predict the reactants needed to synthesize it. The reactants are: C(S([C:5]1[N:6]=[CH:7][C:8]2[CH:14]=[C:13]([C:15]3[CH:20]=[CH:19][CH:18]=[CH:17][CH:16]=3)[C:12]([C:21]3[CH:28]=[CH:27][C:24]([CH:25]=[O:26])=[CH:23][CH:22]=3)=[N:11][C:9]=2[N:10]=1)=O)C.[CH3:29][N:30]([CH3:39])[CH2:31][CH2:32][N:33]1[CH2:38][CH2:37][NH:36][CH2:35][CH2:34]1. (4) Given the product [C:1]([C:5]1[CH:6]=[CH:7][C:8]([CH3:11])=[C:9]([N+:17]([O-:19])=[O:18])[CH:10]=1)([CH3:4])([CH3:3])[CH3:2], predict the reactants needed to synthesize it. The reactants are: [C:1]([C:5]1[CH:10]=[CH:9][C:8]([CH3:11])=[CH:7][CH:6]=1)([CH3:4])([CH3:3])[CH3:2].OS(O)(=O)=O.[N+:17]([O-])([OH:19])=[O:18]. (5) Given the product [O:1]1[C:6]2[CH:7]=[CH:8][C:9]([CH2:11][C:12]3[CH:13]=[C:14]([C@H:20]4[C@H:25]([OH:26])[C@@H:24]([OH:27])[C@H:23]([OH:28])[C@@H:22]([CH2:29][O:30][C:31]([C:32]5[CH:37]=[CH:36][CH:35]=[CH:34][CH:33]=5)([C:44]5[CH:45]=[CH:46][CH:47]=[CH:48][CH:49]=5)[C:38]5[CH:39]=[CH:40][CH:41]=[CH:42][CH:43]=5)[O:21]4)[CH:15]=[CH:16][C:17]=3[CH2:18][CH3:19])=[CH:10][C:5]=2[O:4][CH2:3][CH2:2]1, predict the reactants needed to synthesize it. The reactants are: [O:1]1[C:6]2[CH:7]=[CH:8][C:9]([CH2:11][C:12]3[CH:13]=[C:14]([C@H:20]4[C@H:25]([OH:26])[C@@H:24]([OH:27])[C@H:23]([OH:28])[C@@H:22]([CH2:29][OH:30])[O:21]4)[CH:15]=[CH:16][C:17]=3[CH2:18][CH3:19])=[CH:10][C:5]=2[O:4][CH2:3][CH2:2]1.[C:31](Cl)([C:44]1[CH:49]=[CH:48][CH:47]=[CH:46][CH:45]=1)([C:38]1[CH:43]=[CH:42][CH:41]=[CH:40][CH:39]=1)[C:32]1[CH:37]=[CH:36][CH:35]=[CH:34][CH:33]=1. (6) Given the product [Cl:34][C:8]1[C:9]([CH2:14][O:22][C:23]2[C:31]3[N:30]=[C:29]([CH2:32][CH3:33])[N:28]([CH2:70][C:71]4[CH:76]=[CH:75][CH:74]=[CH:73][N:72]=4)[C:27]=3[CH:26]=[CH:25][CH:24]=2)=[C:10]([Cl:13])[CH:11]=[CH:12][C:7]=1[N:5]([CH3:6])[C:3](=[O:4])[CH2:2][NH:1][C:47](=[O:49])[CH2:46][CH2:45][N:42]1[CH2:41][CH2:40][N:39]([C:37]([NH:36][CH3:35])=[O:38])[CH2:44][CH2:43]1, predict the reactants needed to synthesize it. The reactants are: [NH2:1][CH2:2][C:3]([N:5]([C:7]1[CH:12]=[CH:11][C:10]([Cl:13])=[C:9]([CH:14]([O:22][C:23]2[C:31]3[N:30]=[C:29]([CH2:32][CH3:33])[NH:28][C:27]=3[CH:26]=[CH:25][CH:24]=2)CC2C=CC=CN=2)[C:8]=1[Cl:34])[CH3:6])=[O:4].[CH3:35][NH:36][C:37]([N:39]1[CH2:44][CH2:43][N:42]([CH2:45][CH2:46][C:47]([OH:49])=O)[CH2:41][CH2:40]1)=[O:38].ClC1C(COC2C3N=C(OC)N([CH2:70][C:71]4[CH:76]=[CH:75][CH:74]=[CH:73][N:72]=4)C=3C=CC=2)=C(Cl)C=CC=1N(C)C(=O)CNC(=O)CCC1C=CC(C(NCCOC)=O)=CC=1. (7) Given the product [F:40][C:41]1[CH:47]=[CH:46][CH:45]=[C:44]([F:48])[C:42]=1[NH:43][C:6]([C:3]1[CH:4]=[CH:5][NH:1][N:2]=1)=[O:8], predict the reactants needed to synthesize it. The reactants are: [NH:1]1[CH:5]=[CH:4][C:3]([C:6]([OH:8])=O)=[N:2]1.C(N(CC)C(C)C)(C)C.CN(C(ON1N=NC2C=CC=CC1=2)=[N+](C)C)C.[B-](F)(F)(F)F.[F:40][C:41]1[CH:47]=[CH:46][CH:45]=[C:44]([F:48])[C:42]=1[NH2:43]. (8) The reactants are: [F:1][C:2]1[CH:7]=[CH:6][C:5]([C:8]2[C:12]([C:13]3[N:14]=[CH:15][NH:16][CH:17]=3)=[C:11]([C:18]([F:21])([F:20])[F:19])[O:10][N:9]=2)=[CH:4][CH:3]=1.Cl[C:23]1[CH:32]=[CH:31][C:26]([C:27]([O:29][CH3:30])=[O:28])=[CH:25][N:24]=1. Given the product [CH3:30][O:29][C:27](=[O:28])[C:26]1[CH:31]=[CH:32][C:23]([N:16]2[CH:17]=[C:13]([C:12]3[C:8]([C:5]4[CH:6]=[CH:7][C:2]([F:1])=[CH:3][CH:4]=4)=[N:9][O:10][C:11]=3[C:18]([F:21])([F:19])[F:20])[N:14]=[CH:15]2)=[N:24][CH:25]=1, predict the reactants needed to synthesize it. (9) Given the product [CH3:1][O:2][C:3]([CH:5]1[CH2:6][C:7]2[N:36]=[C:16]([C:17]([F:20])([F:19])[F:18])[CH:15]=[CH:14][C:8]=2[C:9](=[O:11])[CH2:10]1)=[O:4], predict the reactants needed to synthesize it. The reactants are: [CH3:1][O:2][C:3]([CH:5]1[CH2:10][C:9](=[O:11])[CH2:8][C:7](=O)[CH2:6]1)=[O:4].N/[CH:14]=[CH:15]\[C:16](=O)[C:17]([F:20])([F:19])[F:18].FC(F)(F)C(O)=O.FC(F)(F)C([O-])=O.[NH4+:36].